From a dataset of CYP2D6 inhibition data for predicting drug metabolism from PubChem BioAssay. Regression/Classification. Given a drug SMILES string, predict its absorption, distribution, metabolism, or excretion properties. Task type varies by dataset: regression for continuous measurements (e.g., permeability, clearance, half-life) or binary classification for categorical outcomes (e.g., BBB penetration, CYP inhibition). Dataset: cyp2d6_veith. (1) The drug is C[C@@H]([C@H](O)c1ccc(O)cc1)N1CCC(Cc2ccccc2)CC1.O=C(O)[C@@H](O)[C@@H](O)C(=O)O. The result is 1 (inhibitor). (2) The compound is Cl.c1ccc2c(c1)oc1c(NCCCn3ccnc3)ncnc12. The result is 1 (inhibitor). (3) The molecule is N[C@]1(C(=O)O)CCc2cc(P(=O)(O)O)ccc21. The result is 0 (non-inhibitor). (4) The drug is FC(F)(F)c1ccccc1-c1nc(N2CCNCC2)c2ccccc2n1. The result is 0 (non-inhibitor). (5) The drug is COc1cccc(Cn2c(=O)c(-c3ccc(Cl)cc3)nc3cncnc32)c1. The result is 0 (non-inhibitor).